From a dataset of Reaction yield outcomes from USPTO patents with 853,638 reactions. Predict the reaction yield, written as a fraction of the theoretical maximum amount of product (1.0 means a 100% yield; for example, 0.34 means a 34% yield). The reactants are [C:1](=[O:4])([O-])[O-].[K+].[K+].[CH2:7]([C:10]1[N:11]=[CH:12][C:13]([NH:16][C:17](=[O:36])[C@@H:18]([C:25]2[CH:30]=[CH:29][C:28]([S:31]([CH3:34])(=[O:33])=[O:32])=[C:27]([Cl:35])[CH:26]=2)[CH2:19][CH:20]2[CH2:24][CH2:23][CH2:22][CH2:21]2)=[N:14][CH:15]=1)C=C.S(S([O-])=O)([O-])(=O)=O.[Na+].[Na+].[C:46]([OH:50])(C)(C)C.O. The catalyst is C(OCC)(=O)C.[Cl-].[Na+].O.[Fe-3](C#N)(C#N)(C#N)(C#N)(C#N)C#N.[K+].[K+].[K+].[Os](=O)(=O)(=O)=O.CC[C@H]1[C@H]2C[C@H]([C@H](OC3C4C(=CC=CC=4)C(O[C@H](C4C=CN=C5C=4C=C(OC)C=C5)[C@@H]4N5C[C@H](CC)[C@@H](CC5)C4)=NN=3)C3C=CN=C4C=3C=C(OC)C=C4)N(CC2)C1.C1(C)C=CC=CC=1. The product is [Cl:35][C:27]1[CH:26]=[C:25]([C@@H:18]([CH2:19][CH:20]2[CH2:24][CH2:23][CH2:22][CH2:21]2)[C:17]([NH:16][C:13]2[CH:12]=[N:11][C:10]([CH2:7][C@H:1]([OH:4])[CH2:46][OH:50])=[CH:15][N:14]=2)=[O:36])[CH:30]=[CH:29][C:28]=1[S:31]([CH3:34])(=[O:33])=[O:32]. The yield is 0.771.